Dataset: Forward reaction prediction with 1.9M reactions from USPTO patents (1976-2016). Task: Predict the product of the given reaction. Given the reactants [OH:1][CH2:2][CH2:3][CH2:4][O:5][C:6]1[CH:14]=[CH:13][C:9]([C:10]([NH2:12])=[S:11])=[CH:8][N:7]=1.Br[CH2:16][C:17](=O)[CH2:18][CH3:19].C(N(CC)CC)C, predict the reaction product. The product is: [CH2:18]([C:17]1[N:12]=[C:10]([C:9]2[CH:13]=[CH:14][C:6]([O:5][CH2:4][CH2:3][CH2:2][OH:1])=[N:7][CH:8]=2)[S:11][CH:16]=1)[CH3:19].